The task is: Predict which catalyst facilitates the given reaction.. This data is from Catalyst prediction with 721,799 reactions and 888 catalyst types from USPTO. (1) Product: [Br:1][C:2]1[CH:7]=[CH:6][C:5]([N:8]2[C:9]3[CH:14]=[CH:13][CH:12]=[CH:11][C:10]=3[N:15]=[C:16]2[C:17]2[CH:22]=[CH:21][CH:20]=[CH:19][CH:18]=2)=[CH:4][CH:3]=1. Reactant: [Br:1][C:2]1[CH:7]=[CH:6][C:5]([NH:8][C:9]2[CH:14]=[CH:13][CH:12]=[CH:11][C:10]=2[NH:15][C:16](=O)[C:17]2[CH:22]=[CH:21][CH:20]=[CH:19][CH:18]=2)=[CH:4][CH:3]=1.C1(C)C(C)=CC=CC=1.BrC1C=CC(NC2C=CC=CC=2[N+]([O-])=O)=CC=1.C(OCC)(=O)C. The catalyst class is: 229. (2) Reactant: [N:1]1([CH2:7][C:8]2[N:13]=[C:12]([NH:14][C:15]3[S:16][C:17]([C:23]4[N:27]=[CH:26][N:25](COCC[Si](C)(C)C)[N:24]=4)=[CH:18][C:19]=3[C:20]([NH2:22])=[O:21])[CH:11]=[CH:10][N:9]=2)[CH2:6][CH2:5][O:4][CH2:3][CH2:2]1.Cl. Product: [N:1]1([CH2:7][C:8]2[N:13]=[C:12]([NH:14][C:15]3[S:16][C:17]([C:23]4[N:27]=[CH:26][NH:25][N:24]=4)=[CH:18][C:19]=3[C:20]([NH2:22])=[O:21])[CH:11]=[CH:10][N:9]=2)[CH2:2][CH2:3][O:4][CH2:5][CH2:6]1. The catalyst class is: 14. (3) Reactant: [NH2:1][C@@H:2]([CH3:17])[C:3]([NH:5][CH2:6][CH2:7][CH2:8][NH:9][C:10]1[S:11][C:12]([CH:15]=[O:16])=[CH:13][N:14]=1)=[O:4].[CH3:18][C@H:19]([NH:23][C:24]([O:26][C:27]([CH3:30])([CH3:29])[CH3:28])=[O:25])[C:20](O)=[O:21].ON1C2N=CC=CC=2N=N1.CN1CCOCC1.C(Cl)CCl. Product: [CH:15]([C:12]1[S:11][C:10]([NH:9][CH2:8][CH2:7][CH2:6][NH:5][C:3](=[O:4])[C@@H:2]([NH:1][N:23]([C@@H:19]([CH3:18])[CH:20]=[O:21])[C:24](=[O:25])[O:26][C:27]([CH3:28])([CH3:29])[CH3:30])[CH3:17])=[N:14][CH:13]=1)=[O:16]. The catalyst class is: 2. (4) Reactant: [CH3:1][N:2]1[CH:6]=[C:5]([N:7]2[CH:12]=[CH:11][C:10](=[O:13])[C:9]([C:14]([OH:16])=O)=[N:8]2)[CH:4]=[N:3]1.Cl.[CH3:18][NH:19][O:20][CH3:21].CCN(C(C)C)C(C)C.C(Cl)CCl.C1C=CC2N(O)N=NC=2C=1. Product: [CH3:21][O:20][N:19]([CH3:18])[C:14]([C:9]1[C:10](=[O:13])[CH:11]=[CH:12][N:7]([C:5]2[CH:4]=[N:3][N:2]([CH3:1])[CH:6]=2)[N:8]=1)=[O:16]. The catalyst class is: 3.